Dataset: Full USPTO retrosynthesis dataset with 1.9M reactions from patents (1976-2016). Task: Predict the reactants needed to synthesize the given product. (1) Given the product [Br:1][C:2]1[CH:3]=[C:4]2[C:9](=[CH:10][CH:11]=1)[N:8]=[C:7]([O:12][C@H:20]1[CH2:21][CH2:22][C@H:17]([C:13]([CH3:16])([CH3:15])[CH3:14])[CH2:18][CH2:19]1)[CH:6]=[CH:5]2, predict the reactants needed to synthesize it. The reactants are: [Br:1][C:2]1[CH:3]=[C:4]2[C:9](=[CH:10][CH:11]=1)[N:8]=[C:7]([OH:12])[CH:6]=[CH:5]2.[C:13]([C@@H:17]1[CH2:22][CH2:21][C@H:20](O)[CH2:19][CH2:18]1)([CH3:16])([CH3:15])[CH3:14]. (2) Given the product [F:1][C:2]1[CH:3]=[C:4]([CH:10]=[CH:11][C:12]=1[NH:13][C:14]1[C:15]2[C:22]([F:23])=[CH:21][N:20]([CH:24]3[CH2:29][CH2:28][N:27]([C:30]4[N:33]=[C:41]([CH2:42][CH2:43][CH3:44])[O:32][N:31]=4)[CH2:26][CH2:25]3)[C:16]=2[N:17]=[CH:18][N:19]=1)[C:5]([N:7]([CH3:9])[CH3:8])=[O:6], predict the reactants needed to synthesize it. The reactants are: [F:1][C:2]1[CH:3]=[C:4]([CH:10]=[CH:11][C:12]=1[NH:13][C:14]1[C:15]2[C:22]([F:23])=[CH:21][N:20]([CH:24]3[CH2:29][CH2:28][N:27]([C:30](=[NH:33])[NH:31][OH:32])[CH2:26][CH2:25]3)[C:16]=2[N:17]=[CH:18][N:19]=1)[C:5]([N:7]([CH3:9])[CH3:8])=[O:6].C(N(CC)CC)C.[C:41](Cl)(=O)[CH2:42][CH2:43][CH3:44].O. (3) Given the product [Cl:15][C:16]1[N:17]=[CH:18][CH:19]=[C:20]([Cl:22])[C:21]=1[C:23]([OH:25])=[O:24], predict the reactants needed to synthesize it. The reactants are: C(N(C(C)C)CC)(C)C.[Li]CCCC.[Cl:15][C:16]1[CH:21]=[C:20]([Cl:22])[CH:19]=[CH:18][N:17]=1.[C:23](=[O:25])=[O:24]. (4) Given the product [CH2:1]([O:8][C:9]([N:11]1[CH2:16][C@H:15]([O:17][CH2:18][C:19]2[CH:20]=[CH:21][C:22]3[O:27][CH2:26][CH2:25][N:24]([CH2:28][CH2:29][CH2:30][O:31][CH3:32])[C:23]=3[CH:33]=2)[C@@H:14]([C:34]2[CH:35]=[CH:36][C:37]([O:40][CH3:41])=[CH:38][CH:39]=2)[CH2:13][C@H:12]1[CH2:42][CH2:43][C:44](=[O:46])[NH:47][C:48]1[CH:53]=[CH:52][CH:51]=[CH:50][CH:49]=1)=[O:10])[C:2]1[CH:3]=[CH:4][CH:5]=[CH:6][CH:7]=1, predict the reactants needed to synthesize it. The reactants are: [CH2:1]([O:8][C:9]([N:11]1[CH2:16][C@H:15]([O:17][CH2:18][C:19]2[CH:20]=[CH:21][C:22]3[O:27][CH2:26][CH2:25][N:24]([CH2:28][CH2:29][CH2:30][O:31][CH3:32])[C:23]=3[CH:33]=2)[C@@H:14]([C:34]2[CH:39]=[CH:38][C:37]([O:40][CH3:41])=[CH:36][CH:35]=2)[CH2:13][C@H:12]1[CH2:42][CH2:43][C:44]([OH:46])=O)=[O:10])[C:2]1[CH:7]=[CH:6][CH:5]=[CH:4][CH:3]=1.[NH2:47][C:48]1[CH:53]=[CH:52][CH:51]=[CH:50][CH:49]=1. (5) Given the product [CH3:1][O:2][C:3](=[O:12])[C:4]1[CH:9]=[CH:8][C:7]([C:13]([CH3:15])=[CH2:14])=[CH:6][C:5]=1[Cl:11], predict the reactants needed to synthesize it. The reactants are: [CH3:1][O:2][C:3](=[O:12])[C:4]1[CH:9]=[CH:8][C:7](Br)=[CH:6][C:5]=1[Cl:11].[C:13]([Sn](CCCC)(CCCC)CCCC)([CH3:15])=[CH2:14]. (6) The reactants are: Br[C:2]1[CH:3]=[C:4]([NH:8][S:9]([C:12]2[CH:17]=[CH:16][C:15]([F:18])=[CH:14][C:13]=2[F:19])(=[O:11])=[O:10])[CH:5]=[N:6][CH:7]=1.B1(B2OC(C)(C)C(C)(C)O2)OC(C)(C)C(C)(C)O1.C([O-])(=O)C.[K+].Cl[C:44]1[CH:45]=[CH:46][C:47]2[N:48]=[CH:49][N:50]=[C:51]([N:54]3[CH2:59][CH2:58][O:57][CH2:56][CH2:55]3)[C:52]=2[N:53]=1.C(=O)(O)[O-].[Na+]. Given the product [F:19][C:13]1[CH:14]=[C:15]([F:18])[CH:16]=[CH:17][C:12]=1[S:9]([NH:8][C:4]1[CH:5]=[N:6][CH:7]=[C:2]([C:44]2[CH:45]=[CH:46][C:47]3[N:48]=[CH:49][N:50]=[C:51]([N:54]4[CH2:55][CH2:56][O:57][CH2:58][CH2:59]4)[C:52]=3[N:53]=2)[CH:3]=1)(=[O:11])=[O:10], predict the reactants needed to synthesize it. (7) Given the product [C:4]([C:3]1[CH:6]=[C:7]([CH2:10][C:11]([OH:14])=[O:19])[CH:8]=[CH:9][C:2]=1[F:1])#[N:5], predict the reactants needed to synthesize it. The reactants are: [F:1][C:2]1[CH:9]=[CH:8][C:7]([CH2:10][CH:11]=C)=[CH:6][C:3]=1[C:4]#[N:5].I([O-])(=O)(=O)=[O:14].[Na+].[OH2:19]. (8) Given the product [NH2:17][C:16]1[C:11]2[C:10]([C:18]3[CH:27]=[C:26]4[C:21]([CH2:22][CH2:23][CH:24]([C:28]5[CH:29]=[CH:30][CH:31]=[CH:32][CH:33]=5)[O:25]4)=[CH:20][CH:19]=3)=[CH:9][N:8]([C@@H:5]3[CH2:6][CH2:7][C@H:2]([NH:1][C:37]([CH:34]4[CH2:36][CH2:35]4)=[O:38])[CH2:3][CH2:4]3)[C:12]=2[N:13]=[CH:14][N:15]=1, predict the reactants needed to synthesize it. The reactants are: [NH2:1][C@@H:2]1[CH2:7][CH2:6][C@H:5]([N:8]2[C:12]3[N:13]=[CH:14][N:15]=[C:16]([NH2:17])[C:11]=3[C:10]([C:18]3[CH:27]=[C:26]4[C:21]([CH2:22][CH2:23][CH:24]([C:28]5[CH:33]=[CH:32][CH:31]=[CH:30][CH:29]=5)[O:25]4)=[CH:20][CH:19]=3)=[CH:9]2)[CH2:4][CH2:3]1.[CH:34]1([C:37](Cl)=[O:38])[CH2:36][CH2:35]1.